From a dataset of Full USPTO retrosynthesis dataset with 1.9M reactions from patents (1976-2016). Predict the reactants needed to synthesize the given product. (1) Given the product [C:18]([O:17][C:15](=[O:16])[NH:14][C:4]1([C:8]2[CH:13]=[CH:12][CH:11]=[CH:10][CH:9]=2)[CH2:5][CH:6]([OH:7])[O:2][C:3]1=[O:22])([CH3:21])([CH3:20])[CH3:19], predict the reactants needed to synthesize it. The reactants are: C[O:2][C:3](=[O:22])[C:4]([NH:14][C:15]([O:17][C:18]([CH3:21])([CH3:20])[CH3:19])=[O:16])([C:8]1[CH:13]=[CH:12][CH:11]=[CH:10][CH:9]=1)[CH2:5][CH:6]=[O:7].[Li+].[OH-].Cl. (2) Given the product [Cl:1][C:2]1[CH:7]=[C:6]([C:8]#[C:9][C:10]2[N:11]=[C:12]([CH3:23])[N:13]([C:16]3[CH:21]=[CH:20][N:19]([CH2:25][CH2:26][O:27][CH3:28])[C:18](=[O:22])[CH:17]=3)[C:14]=2[CH3:15])[CH:5]=[CH:4][N:3]=1, predict the reactants needed to synthesize it. The reactants are: [Cl:1][C:2]1[CH:7]=[C:6]([C:8]#[C:9][C:10]2[N:11]=[C:12]([CH3:23])[N:13]([C:16]3[CH:21]=[CH:20][NH:19][C:18](=[O:22])[CH:17]=3)[C:14]=2[CH3:15])[CH:5]=[CH:4][N:3]=1.Br[CH2:25][CH2:26][O:27][CH3:28]. (3) Given the product [Cl:1][C:2]1[CH:14]=[CH:13][C:5]([CH2:6][NH:7][S:8]([C:11]2[S:31][C:26]3=[N:27][CH:28]=[CH:29][CH:30]=[C:25]3[C:23]=2[C:20]2[CH:21]=[CH:22][C:17]([Cl:16])=[CH:18][CH:19]=2)(=[O:10])=[O:9])=[CH:4][CH:3]=1, predict the reactants needed to synthesize it. The reactants are: [Cl:1][C:2]1[CH:14]=[CH:13][C:5]([CH2:6][NH:7][S:8]([CH2:11]Cl)(=[O:10])=[O:9])=[CH:4][CH:3]=1.Cl.[Cl:16][C:17]1[CH:22]=[CH:21][C:20]([C:23]([C:25]2[C:26]([SH:31])=[N:27][CH:28]=[CH:29][CH:30]=2)=O)=[CH:19][CH:18]=1. (4) Given the product [CH3:32][O:33][C:34]1[CH:39]=[C:17]([O:18][CH3:19])[N:42]=[C:36]([N:37]2[C:7](=[O:9])[C:6]3[CH:5]=[C:4]([CH2:11][CH3:12])[S:3][C:2]=3[NH:1][C:38]2=[O:40])[N:35]=1, predict the reactants needed to synthesize it. The reactants are: [NH2:1][C:2]1[S:3][C:4]([CH2:11][CH3:12])=[CH:5][C:6]=1[C:7]([O:9]C)=O.ClC(Cl)(O[C:17](=O)[O:18][C:19](Cl)(Cl)Cl)Cl.C(N(CC)CC)C.[CH3:32][O:33][C:34]1[CH:39]=[C:38]([O:40]C)[N:37]=[C:36]([NH2:42])[N:35]=1. (5) Given the product [CH3:32][O:31][C:29](=[O:30])[CH2:28][O:1][C:2]1[CH:7]=[CH:6][C:5]([N:8]([CH3:9])[C:10]2[C:19]3[C:14](=[CH:15][CH:16]=[CH:17][CH:18]=3)[N:13]=[C:12]([CH3:20])[N:11]=2)=[CH:4][CH:3]=1, predict the reactants needed to synthesize it. The reactants are: [OH:1][C:2]1[CH:7]=[CH:6][C:5]([N:8]([C:10]2[C:19]3[C:14](=[CH:15][CH:16]=[CH:17][CH:18]=3)[N:13]=[C:12]([CH3:20])[N:11]=2)[CH3:9])=[CH:4][CH:3]=1.C([O-])([O-])=O.[K+].[K+].Br[CH2:28][C:29]([O:31][CH3:32])=[O:30]. (6) Given the product [ClH:32].[F:1][C:2]1[CH:7]=[N:6][C:5]([N:8]2[CH2:16][C@@H:15]3[C@@:10]([C:26]4[CH:31]=[CH:30][CH:29]=[CH:28][CH:27]=4)([N:11]=[C:12]([NH2:17])[S:13][CH2:14]3)[CH2:9]2)=[N:4][CH:3]=1, predict the reactants needed to synthesize it. The reactants are: [F:1][C:2]1[CH:3]=[N:4][C:5]([N:8]2[CH2:16][C@@H:15]3[C@@:10]([C:26]4[CH:31]=[CH:30][CH:29]=[CH:28][CH:27]=4)([N:11]=[C:12]([NH:17]C(=O)C4C=CC=CC=4)[S:13][CH2:14]3)[CH2:9]2)=[N:6][CH:7]=1.[ClH:32].CON.N1C=CC=CC=1. (7) Given the product [NH2:15][C:7]1[C:6]([C:4]([C:18]2[CH:23]=[C:22]([F:24])[CH:21]=[CH:20][C:19]=2[CH2:25][CH3:26])=[O:5])=[CH:11][N:10]=[C:9]([S:12][CH3:13])[N:8]=1, predict the reactants needed to synthesize it. The reactants are: CON(C)[C:4]([C:6]1[C:7]([NH2:15])=[N:8][C:9]([S:12][CH2:13]C)=[N:10][CH:11]=1)=[O:5].Br[C:18]1[CH:23]=[C:22]([F:24])[CH:21]=[CH:20][C:19]=1[CH2:25][CH3:26]. (8) The reactants are: [Cl:1][C:2]1[CH:3]=[CH:4][C:5]2[N:9]=[C:8]([S:10][CH2:11][C:12]3[CH:17]=[CH:16][C:15]([Cl:18])=[CH:14][CH:13]=3)[N:7]([C:19]3[CH:29]=[CH:28][C:22]([C:23]([O:25]CC)=[O:24])=[CH:21][CH:20]=3)[C:6]=2[CH:30]=1.C1COCC1.[OH-].[Na+]. Given the product [Cl:1][C:2]1[CH:3]=[CH:4][C:5]2[N:9]=[C:8]([S:10][CH2:11][C:12]3[CH:17]=[CH:16][C:15]([Cl:18])=[CH:14][CH:13]=3)[N:7]([C:19]3[CH:29]=[CH:28][C:22]([C:23]([OH:25])=[O:24])=[CH:21][CH:20]=3)[C:6]=2[CH:30]=1, predict the reactants needed to synthesize it. (9) Given the product [CH3:17][CH:18]1[CH2:21][N:20]([S:23]([NH:26][C:27](=[O:36])[O:28][CH2:29][C:30]2[CH:31]=[CH:32][CH:33]=[CH:34][CH:35]=2)(=[O:24])=[O:25])[CH2:19]1, predict the reactants needed to synthesize it. The reactants are: S(Cl)(N=C=O)(=O)=O.C1(CO)C=CC=CC=1.Cl.[CH3:17][CH:18]1[CH2:21][NH:20][CH2:19]1.Cl[S:23]([NH:26][C:27](=[O:36])[O:28][CH2:29][C:30]1[CH:35]=[CH:34][CH:33]=[CH:32][CH:31]=1)(=[O:25])=[O:24].